Dataset: Catalyst prediction with 721,799 reactions and 888 catalyst types from USPTO. Task: Predict which catalyst facilitates the given reaction. (1) The catalyst class is: 8. Product: [CH3:3][O:4][N:5]1[CH2:10][CH2:9][CH:8]([OH:11])[CH2:7][CH2:6]1. Reactant: [BH4-].[Na+].[CH3:3][O:4][N:5]1[CH2:10][CH2:9][C:8](=[O:11])[CH2:7][CH2:6]1.[Cl-].[NH4+]. (2) Reactant: [CH3:1][O:2][C:3]1[CH:8]=[CH:7][C:6](/[CH:9]=[CH:10]/[C:11]([O:13][C:14]2[CH:19]=[CH:18][C:17]([O:20][CH2:21][CH2:22][CH2:23][OH:24])=[CH:16][CH:15]=2)=[O:12])=[CH:5][CH:4]=1.[C:25](Cl)(=[O:28])[CH:26]=[CH2:27]. Product: [CH3:1][O:2][C:3]1[CH:8]=[CH:7][C:6](/[CH:9]=[CH:10]/[C:11]([O:13][C:14]2[CH:15]=[CH:16][C:17]([O:20][CH2:21][CH2:22][CH2:23][O:24][C:25](=[O:28])[CH:26]=[CH2:27])=[CH:18][CH:19]=2)=[O:12])=[CH:5][CH:4]=1. The catalyst class is: 44. (3) Reactant: C([O:5][C:6](=[O:36])[CH2:7][N:8]1[C:13](=[O:14])[C:12]2[C:15]([Cl:19])=[N:16][CH:17]=[CH:18][C:11]=2[N:10]([CH2:20][C:21](=[O:34])[NH:22][C:23]2[CH:28]=[C:27]([Cl:29])[C:26]([O:30][CH3:31])=[CH:25][C:24]=2[O:32][CH3:33])[C:9]1=[O:35])(C)(C)C. Product: [Cl:19][C:15]1[C:12]2[C:13](=[O:14])[N:8]([CH2:7][C:6]([OH:36])=[O:5])[C:9](=[O:35])[N:10]([CH2:20][C:21](=[O:34])[NH:22][C:23]3[CH:28]=[C:27]([Cl:29])[C:26]([O:30][CH3:31])=[CH:25][C:24]=3[O:32][CH3:33])[C:11]=2[CH:18]=[CH:17][N:16]=1. The catalyst class is: 157.